This data is from Full USPTO retrosynthesis dataset with 1.9M reactions from patents (1976-2016). The task is: Predict the reactants needed to synthesize the given product. (1) Given the product [Cl:21][C:22]1[C:23]([C:24]([NH:1][C:4]2[CH:5]=[C:6]3[C:11](=[CH:12][CH:13]=2)[CH2:10][N:9]([C:14]([O:16][C:17]([CH3:20])([CH3:19])[CH3:18])=[O:15])[CH2:8][CH2:7]3)=[O:25])=[CH:27][CH:28]=[C:29]([CH3:31])[N:30]=1, predict the reactants needed to synthesize it. The reactants are: [N+:1]([C:4]1[CH:5]=[C:6]2[C:11](=[CH:12][CH:13]=1)[CH2:10][N:9]([C:14]([O:16][C:17]([CH3:20])([CH3:19])[CH3:18])=[O:15])[CH2:8][CH2:7]2)([O-])=O.[Cl:21][C:22]1[N:30]=[C:29]([CH3:31])[CH:28]=[CH:27][C:23]=1[C:24](O)=[O:25].ON1C2C=CC=CC=2N=N1.Cl.CN(C)CCCN=C=NCC. (2) Given the product [OH:5][CH:1]1[CH2:4][CH2:3][CH:1]([O:5][C:6](=[O:20])[NH:7][CH:8]2[CH2:17][C:16]3[C:11](=[CH:12][CH:13]=[C:14]([C:18]#[N:19])[CH:15]=3)[N:10]([CH2:21][C:22]3[CH:27]=[CH:26][CH:25]=[CH:24][CH:23]=3)[CH2:9]2)[CH2:4][CH2:3]1, predict the reactants needed to synthesize it. The reactants are: [C:1]([O:5][C:6](=[O:20])[NH:7][CH:8]1[CH2:17][C:16]2[C:11](=[CH:12][CH:13]=[C:14]([C:18]#[N:19])[CH:15]=2)[NH:10][CH2:9]1)([CH3:4])([CH3:3])C.[CH:21](=O)[C:22]1[CH:27]=[CH:26][CH:25]=[CH:24][CH:23]=1. (3) Given the product [Cl:1][C:2]1[CH:3]=[CH:4][C:5]([C:8]2[C:13](=[O:14])[C:12](=[CH:27][C:18]3[CH:19]=[CH:20][C:21]4[C:26](=[CH:25][CH:24]=[CH:23][CH:22]=4)[CH:17]=3)[O:11][C:10](=[O:15])[C:9]=2[OH:16])=[CH:6][CH:7]=1, predict the reactants needed to synthesize it. The reactants are: [Cl:1][C:2]1[CH:7]=[CH:6][C:5]([C:8]2[C:13](=[O:14])[CH2:12][O:11][C:10](=[O:15])[C:9]=2[OH:16])=[CH:4][CH:3]=1.[CH:17]1[C:26]2[C:21](=[CH:22][CH:23]=[CH:24][CH:25]=2)[CH:20]=[CH:19][C:18]=1[CH:27]=O.C(OCC)C.CCCCCC. (4) Given the product [C:29]([O:33][C:34]([NH:36][CH2:37][C:38]([CH3:44])([CH3:43])[CH2:39][CH2:40][CH2:41][O:42][C:15]1[C:16]([CH2:26][CH:27]=[CH2:28])=[C:17]2[C:22](=[CH:23][CH:24]=1)[C:21](=[O:25])[CH2:20][CH2:19][CH2:18]2)=[O:35])([CH3:32])([CH3:31])[CH3:30], predict the reactants needed to synthesize it. The reactants are: C(OC(NCCCCCO[C:15]1[C:16]([CH2:26][CH:27]=[CH2:28])=[C:17]2[C:22](=[CH:23][CH:24]=1)[C:21](=[O:25])[CH2:20][CH2:19][CH2:18]2)=O)(C)(C)C.[C:29]([O:33][C:34]([NH:36][CH2:37][C:38]([CH3:44])([CH3:43])[CH2:39][CH2:40][CH2:41][OH:42])=[O:35])([CH3:32])([CH3:31])[CH3:30]. (5) Given the product [I:1][C:2]1[CH:3]=[N:4][N:5]([C:8]2[CH:13]=[CH:12][C:11]([N+:14]([O-:16])=[O:15])=[CH:10][N:9]=2)[CH:6]=1, predict the reactants needed to synthesize it. The reactants are: [I:1][C:2]1[CH:3]=[N:4][NH:5][CH:6]=1.Cl[C:8]1[CH:13]=[CH:12][C:11]([N+:14]([O-:16])=[O:15])=[CH:10][N:9]=1.C(=O)([O-])[O-].[K+].[K+].